This data is from Forward reaction prediction with 1.9M reactions from USPTO patents (1976-2016). The task is: Predict the product of the given reaction. (1) Given the reactants [Cl:1][C:2]1[N:10]=[C:9]2[C:5]([N:6]=[CH:7][N:8]2[CH:11]2[CH2:16][CH2:15][CH2:14][CH2:13][O:12]2)=[C:4]([N:17]2[CH2:22][CH2:21][O:20][CH2:19][CH2:18]2)[N:3]=1.CN(C)CCN(C)C.[Li]CCCC.CN(C)[CH:38]=[O:39], predict the reaction product. The product is: [Cl:1][C:2]1[N:10]=[C:9]2[C:5]([N:6]=[C:7]([CH:38]=[O:39])[N:8]2[CH:11]2[CH2:16][CH2:15][CH2:14][CH2:13][O:12]2)=[C:4]([N:17]2[CH2:22][CH2:21][O:20][CH2:19][CH2:18]2)[N:3]=1. (2) Given the reactants Br[C:2]1[CH:3]=[C:4]2[C:9](=[CH:10][C:11]=1[O:12][CH3:13])[N:8]([C:14]1[C:18]3[CH2:19][N:20]([C:23](=[O:25])[CH3:24])[CH2:21][CH2:22][C:17]=3[N:16]([C@H:26]3[CH2:30][CH2:29][O:28][CH2:27]3)[N:15]=1)[CH2:7][CH2:6][CH2:5]2.[CH3:31][N:32]1[CH:36]=[C:35](B2OC(C)(C)C(C)(C)O2)[CH:34]=[N:33]1.C([O-])([O-])=O.[Na+].[Na+], predict the reaction product. The product is: [CH3:13][O:12][C:11]1[CH:10]=[C:9]2[C:4]([CH2:5][CH2:6][CH2:7][N:8]2[C:14]2[C:18]3[CH2:19][N:20]([C:23](=[O:25])[CH3:24])[CH2:21][CH2:22][C:17]=3[N:16]([C@H:26]3[CH2:30][CH2:29][O:28][CH2:27]3)[N:15]=2)=[CH:3][C:2]=1[C:35]1[CH:34]=[N:33][N:32]([CH3:31])[CH:36]=1.